Dataset: Reaction yield outcomes from USPTO patents with 853,638 reactions. Task: Predict the reaction yield, written as a fraction of the theoretical maximum amount of product (1.0 means a 100% yield; for example, 0.34 means a 34% yield). (1) The reactants are [CH3:1][C:2]1[C:6]([C:7]2[CH:16]=[C:15]3[C:10]([C:11]([NH:20][C@@H:21]([C:23]4[CH:28]=[CH:27][CH:26]=[CH:25][CH:24]=4)[CH3:22])=[C:12]([N+:17]([O-])=O)[CH:13]=[N:14]3)=[CH:9][C:8]=2[O:29][CH3:30])=[C:5]([CH3:31])[O:4][N:3]=1. The catalyst is CCO.Cl. The product is [CH3:1][C:2]1[C:6]([C:7]2[CH:16]=[C:15]3[C:10]([C:11]([NH:20][C@@H:21]([C:23]4[CH:28]=[CH:27][CH:26]=[CH:25][CH:24]=4)[CH3:22])=[C:12]([NH2:17])[CH:13]=[N:14]3)=[CH:9][C:8]=2[O:29][CH3:30])=[C:5]([CH3:31])[O:4][N:3]=1. The yield is 0.170. (2) The reactants are O[CH:2]1O[C:5](=[O:7])[CH2:4][CH:3]1[CH2:8][CH2:9][CH3:10].CCN(C(C)C)C(C)C.Cl.[O:21]1[CH:25]=[C:24]([CH2:26][NH2:27])[CH:23]=[N:22]1. The catalyst is ClCCCl.CC(O)=O. The product is [O:21]1[CH:25]=[C:24]([CH2:26][N:27]2[CH2:2][CH:3]([CH2:8][CH2:9][CH3:10])[CH2:4][C:5]2=[O:7])[CH:23]=[N:22]1. The yield is 0.320. (3) The reactants are CON(C)[C:4]([C:6]1[N:7]=[CH:8][N:9]2[CH:13]=[C:12]([Br:14])[S:11][C:10]=12)=[O:5].[H-].C([Al+]CCCC)CCC.C1(C)C=CC=CC=1.C(C(C(C([O-])=O)O)O)([O-])=O.[Na+].[K+]. The catalyst is ClCCl. The product is [Br:14][C:12]1[S:11][C:10]2=[C:6]([CH:4]=[O:5])[N:7]=[CH:8][N:9]2[CH:13]=1. The yield is 0.390. (4) The reactants are C([O:4][CH2:5][C:6]1[C:11]([N:12]2[CH2:24][CH2:23][N:15]3[C:16]4[CH2:17][CH2:18][CH2:19][CH2:20][C:21]=4[CH:22]=[C:14]3[C:13]2=[O:25])=[CH:10][CH:9]=[CH:8][C:7]=1[C:26]1[CH:31]=[C:30]([NH:32][C:33]2[CH:37]=[C:36]([CH2:38][CH3:39])[NH:35][N:34]=2)[C:29](=[O:40])[N:28]([CH3:41])[CH:27]=1)(=O)C.O[Li].O.C1COCC1.C(O)(C)C. The catalyst is O. The product is [CH2:38]([C:36]1[NH:35][N:34]=[C:33]([NH:32][C:30]2[C:29](=[O:40])[N:28]([CH3:41])[CH:27]=[C:26]([C:7]3[C:6]([CH2:5][OH:4])=[C:11]([N:12]4[CH2:24][CH2:23][N:15]5[C:16]6[CH2:17][CH2:18][CH2:19][CH2:20][C:21]=6[CH:22]=[C:14]5[C:13]4=[O:25])[CH:10]=[CH:9][CH:8]=3)[CH:31]=2)[CH:37]=1)[CH3:39]. The yield is 0.500. (5) The product is [Br:1][C:2]1[C:10]2[C:6](=[C:7]([CH:22]=[O:23])[N:8]([CH3:11])[N:9]=2)[CH:5]=[CH:4][CH:3]=1. The catalyst is C1COCC1. The yield is 0.710. The reactants are [Br:1][C:2]1[C:10]2[C:6](=[CH:7][N:8]([CH3:11])[N:9]=2)[CH:5]=[CH:4][CH:3]=1.C([N-]C(C)C)(C)C.[Li+].CN(C)[CH:22]=[O:23]. (6) The reactants are [O:1]([CH2:8][CH2:9][CH2:10][CH2:11][CH2:12][C:13]([O:15]C(C)(C)C)=[O:14])[C:2]1[CH:7]=[CH:6][CH:5]=[CH:4][CH:3]=1. The yield is 0.920. The product is [O:1]([CH2:8][CH2:9][CH2:10][CH2:11][CH2:12][C:13]([OH:15])=[O:14])[C:2]1[CH:7]=[CH:6][CH:5]=[CH:4][CH:3]=1. The catalyst is C(O)(C(F)(F)F)=O. (7) The reactants are C(P(=O)(OCC)OCC)#N.[NH:11]1[C:20]2[C:15](=[CH:16][CH:17]=[CH:18][CH:19]=2)[CH2:14][CH2:13][CH:12]1[C:21]([OH:23])=O.[NH:24]1[C:32]2[C:27](=[C:28]([N:33]3[CH2:38][CH2:37][NH:36][CH2:35][CH2:34]3)[CH:29]=[CH:30][CH:31]=2)[CH:26]=[CH:25]1. The catalyst is CN(C=O)C.O. The product is [NH:24]1[C:32]2[C:27](=[C:28]([N:33]3[CH2:38][CH2:37][N:36]([C:21]([CH:12]4[CH2:13][CH2:14][C:15]5[C:20](=[CH:19][CH:18]=[CH:17][CH:16]=5)[NH:11]4)=[O:23])[CH2:35][CH2:34]3)[CH:29]=[CH:30][CH:31]=2)[CH:26]=[CH:25]1. The yield is 0.580.